Dataset: Reaction yield outcomes from USPTO patents with 853,638 reactions. Task: Predict the reaction yield, written as a fraction of the theoretical maximum amount of product (1.0 means a 100% yield; for example, 0.34 means a 34% yield). The reactants are [F:1][C:2]1[C:3]([N+:16]([O-])=O)=[CH:4][C:5]([N+:13]([O-])=O)=[C:6](/[CH:8]=[CH:9]/N(C)C)[CH:7]=1. The catalyst is [Ni].CCO. The product is [F:1][C:2]1[CH:7]=[C:6]2[C:5](=[CH:4][C:3]=1[NH2:16])[NH:13][CH:9]=[CH:8]2. The yield is 0.160.